Dataset: Catalyst prediction with 721,799 reactions and 888 catalyst types from USPTO. Task: Predict which catalyst facilitates the given reaction. (1) Reactant: [I:1][C:2]1[CH:3]=[C:4]([NH:9][C:10]([NH2:12])=[S:11])[CH:5]=[C:6]([I:8])[CH:7]=1.BrBr.N. Product: [I:1][C:2]1[CH:7]=[C:6]([I:8])[C:5]2[S:11][C:10]([NH2:12])=[N:9][C:4]=2[CH:3]=1. The catalyst class is: 146. (2) Reactant: [N:1]1[CH:6]=[CH:5][CH:4]=[CH:3][C:2]=1[C:7]1[CH:8]=[CH:9][C:10](=[O:19])[N:11]([C:13]2[CH:18]=[CH:17][CH:16]=[CH:15][CH:14]=2)[CH:12]=1.[Br:20]N1C(=O)CCC1=O.CN(C)C=O.CC(O)C. Product: [Br:20][C:9]1[C:10](=[O:19])[N:11]([C:13]2[CH:18]=[CH:17][CH:16]=[CH:15][CH:14]=2)[CH:12]=[C:7]([C:2]2[CH:3]=[CH:4][CH:5]=[CH:6][N:1]=2)[CH:8]=1. The catalyst class is: 6.